Dataset: Catalyst prediction with 721,799 reactions and 888 catalyst types from USPTO. Task: Predict which catalyst facilitates the given reaction. (1) Reactant: [Cl:1][C:2]1[CH:3]=[C:4]([NH:9][C:10]2[N:15]=[C:14]([NH:16][CH2:17][CH2:18][CH2:19][O:20][CH3:21])[C:13]([C:22](=[S:24])[NH2:23])=[CH:12][N:11]=2)[CH:5]=[CH:6][C:7]=1[F:8].Br[CH2:26][C:27]([C:29]1[CH:30]=[N:31][O:32][C:33]=1[CH3:34])=O. Product: [Cl:1][C:2]1[CH:3]=[C:4]([NH:9][C:10]2[N:15]=[C:14]([NH:16][CH2:17][CH2:18][CH2:19][O:20][CH3:21])[C:13]([C:22]3[S:24][CH:26]=[C:27]([C:29]4[CH:30]=[N:31][O:32][C:33]=4[CH3:34])[N:23]=3)=[CH:12][N:11]=2)[CH:5]=[CH:6][C:7]=1[F:8]. The catalyst class is: 3. (2) Reactant: [Cl:1][C:2]1[CH:24]=[CH:23][C:5]([CH2:6][NH:7][C:8]([C:10]2[C:11](=[O:22])[C:12]3[S:19][C:18]([CH2:20]Cl)=[CH:17][C:13]=3[N:14]([CH3:16])[CH:15]=2)=[O:9])=[CH:4][CH:3]=1.[NH2:25][C:26]1[CH:27]=[C:28]([CH:32]([OH:36])[CH2:33][NH:34][CH3:35])[CH:29]=[CH:30][CH:31]=1.C(N(C(C)C)CC)(C)C. Product: [NH2:25][C:26]1[CH:27]=[C:28]([CH:32]([OH:36])[CH2:33][N:34]([CH2:20][C:18]2[S:19][C:12]3[C:11](=[O:22])[C:10]([C:8]([NH:7][CH2:6][C:5]4[CH:23]=[CH:24][C:2]([Cl:1])=[CH:3][CH:4]=4)=[O:9])=[CH:15][N:14]([CH3:16])[C:13]=3[CH:17]=2)[CH3:35])[CH:29]=[CH:30][CH:31]=1. The catalyst class is: 18. (3) Reactant: C([N:8]1[CH2:13][CH2:12][CH2:11][C:10]2([N:17]3[C:18](=[O:29])[C:19]([NH:22][C:23]4[CH:28]=[CH:27][N:26]=[CH:25][N:24]=4)=[CH:20][CH:21]=[C:16]3[C:15](=[O:30])[NH:14]2)[CH2:9]1)C1C=CC=CC=1. Product: [N:26]1[CH:27]=[CH:28][C:23]([NH:22][C:19]2[C:18](=[O:29])[N:17]3[C:10]4([NH:14][C:15](=[O:30])[C:16]3=[CH:21][CH:20]=2)[CH2:11][CH2:12][CH2:13][NH:8][CH2:9]4)=[N:24][CH:25]=1. The catalyst class is: 393. (4) Product: [F:1][C:2]1[CH:7]=[CH:6][CH:5]=[CH:4][C:3]=1[N:8]1[C:16]2[C:11](=[C:12]([N:17]3[CH2:22][CH2:21][CH2:20][N:19]([CH2:27][C:28]([O:30][CH2:31][CH3:32])=[O:29])[C:18]3=[O:23])[CH:13]=[CH:14][CH:15]=2)[CH:10]=[N:9]1. Reactant: [F:1][C:2]1[CH:7]=[CH:6][CH:5]=[CH:4][C:3]=1[N:8]1[C:16]2[C:11](=[C:12]([N:17]3[CH2:22][CH2:21][CH2:20][NH:19][C:18]3=[O:23])[CH:13]=[CH:14][CH:15]=2)[CH:10]=[N:9]1.[H-].[Na+].I[CH2:27][C:28]([O:30][CH2:31][CH3:32])=[O:29]. The catalyst class is: 9. (5) Reactant: [N:1]([CH2:4][C:5](=[O:10])[C:6]([CH3:9])([CH3:8])[CH3:7])=[N+]=[N-].[ClH:11]. Product: [ClH:11].[NH2:1][CH2:4][C:5](=[O:10])[C:6]([CH3:9])([CH3:8])[CH3:7]. The catalyst class is: 43.